From a dataset of Full USPTO retrosynthesis dataset with 1.9M reactions from patents (1976-2016). Predict the reactants needed to synthesize the given product. (1) Given the product [Cl:40][C:7]1[N:8]([C:12]2[CH:13]=[N:14][N:15]([CH2:17][CH2:18][CH3:19])[CH:16]=2)[C:9]2[C:5]([C:6]=1[S:20][C:21]1[C:22]([F:32])=[C:23]([CH:29]=[CH:30][CH:31]=1)[C:24]([O:26][CH2:27][CH3:28])=[O:25])=[CH:4][CH:3]=[C:2]([Cl:1])[C:10]=2[F:11], predict the reactants needed to synthesize it. The reactants are: [Cl:1][C:2]1[C:10]([F:11])=[C:9]2[C:5]([C:6]([S:20][C:21]3[C:22]([F:32])=[C:23]([CH:29]=[CH:30][CH:31]=3)[C:24]([O:26][CH2:27][CH3:28])=[O:25])=[CH:7][N:8]2[C:12]2[CH:13]=[N:14][N:15]([CH2:17][CH2:18][CH3:19])[CH:16]=2)=[CH:4][CH:3]=1.C1C(=O)N([Cl:40])C(=O)C1. (2) Given the product [CH3:20][O:19][C:14]1[CH:15]=[CH:16][CH:17]=[CH:18][C:13]=1[C:12]1[N:6]2[C:7]([CH:8]=[N:9][C:4]([CH:42]3[CH2:43][C:38]4([CH:37]=[CH:36][C:35]5[CH:46]=[C:31]([NH2:30])[CH:32]=[CH:33][C:34]=5[O:45]4)[CH2:39][CH2:40][N:41]3[CH3:44])=[N:5]2)=[CH:10][CH:11]=1, predict the reactants needed to synthesize it. The reactants are: CS([C:4]1[N:9]=[CH:8][C:7]2=[CH:10][CH:11]=[C:12]([C:13]3[CH:18]=[CH:17][CH:16]=[CH:15][C:14]=3[O:19][CH3:20])[N:6]2[N:5]=1)=O.C(N(CC)C(C)C)(C)C.[NH2:30][C:31]1[CH:32]=[CH:33][C:34]2[O:45][C:38]3([CH2:43][CH2:42][N:41]([CH3:44])[CH2:40][CH2:39]3)[CH:37]=[CH:36][C:35]=2[CH:46]=1.COCC(O)C. (3) Given the product [Cl:12][C:7]1[C:8]([C:10]#[N:11])=[N:9][C:4]([C:1](=[O:3])[CH:2]=[CH:15][N:16]([CH3:18])[CH3:17])=[CH:5][CH:6]=1, predict the reactants needed to synthesize it. The reactants are: [C:1]([C:4]1[N:9]=[C:8]([C:10]#[N:11])[C:7]([Cl:12])=[CH:6][CH:5]=1)(=[O:3])[CH3:2].CO[CH:15](OC)[N:16]([CH3:18])[CH3:17]. (4) Given the product [Cl:1][C:2]1[CH:3]=[C:4]([C:9]2[N:13]([C:14]3[CH:19]=[CH:18][N:17]=[C:16]([CH3:20])[CH:15]=3)[N:12]=[C:11]([C:21]([N:45]3[CH2:50][CH2:49][NH:48][C:47](=[O:51])[CH2:46]3)=[O:23])[CH:10]=2)[CH:5]=[C:6]([F:8])[CH:7]=1, predict the reactants needed to synthesize it. The reactants are: [Cl:1][C:2]1[CH:3]=[C:4]([C:9]2[N:13]([C:14]3[CH:19]=[CH:18][N:17]=[C:16]([CH3:20])[CH:15]=3)[N:12]=[C:11]([C:21]([OH:23])=O)[CH:10]=2)[CH:5]=[C:6]([F:8])[CH:7]=1.ClC1C=C(C2N(C3C=NC=CC=3)N=C(C([N:45]3[CH2:50][CH2:49][NH:48][C:47](=[O:51])[CH2:46]3)=O)C=2)C=C(F)C=1.O=C1CNCCN1.